This data is from Reaction yield outcomes from USPTO patents with 853,638 reactions. The task is: Predict the reaction yield, written as a fraction of the theoretical maximum amount of product (1.0 means a 100% yield; for example, 0.34 means a 34% yield). (1) The reactants are [CH3:1][O:2][C:3]1[CH:8]=[CH:7][C:6]([C:9]([NH:24][C:25]2[O:26][C:27]([CH3:43])([CH3:42])[C:28]([F:41])([F:40])[C@:29]([C:32]3[CH:37]=[C:36](Br)[CH:35]=[CH:34][C:33]=3[F:39])([CH3:31])[N:30]=2)([C:16]2[CH:21]=[CH:20][C:19]([O:22][CH3:23])=[CH:18][CH:17]=2)[C:10]2[CH:15]=[CH:14][CH:13]=[CH:12][CH:11]=2)=[CH:5][CH:4]=1.[Cl:44][C:45]1[CH:46]=[C:47](B(O)O)[CH:48]=[C:49]([Cl:51])[CH:50]=1. No catalyst specified. The product is [CH3:1][O:2][C:3]1[CH:8]=[CH:7][C:6]([C:9]([NH:24][C:25]2[O:26][C:27]([CH3:43])([CH3:42])[C:28]([F:41])([F:40])[C@:29]([C:32]3[CH:37]=[C:36]([C:47]4[CH:46]=[C:45]([Cl:44])[CH:50]=[C:49]([Cl:51])[CH:48]=4)[CH:35]=[CH:34][C:33]=3[F:39])([CH3:31])[N:30]=2)([C:16]2[CH:21]=[CH:20][C:19]([O:22][CH3:23])=[CH:18][CH:17]=2)[C:10]2[CH:15]=[CH:14][CH:13]=[CH:12][CH:11]=2)=[CH:5][CH:4]=1. The yield is 0.800. (2) The reactants are [Br:1][C:2]1[CH:7]=[C:6]([NH:8][C:9]2[CH:14]=[CH:13][CH:12]=[CH:11][CH:10]=2)[C:5]([N+:15]([O-])=O)=[CH:4][N:3]=1.C([O-])(O)=O.[Na+]. The catalyst is C(O)(=O)C.[Fe]. The product is [Br:1][C:2]1[N:3]=[CH:4][C:5]([NH2:15])=[C:6]([NH:8][C:9]2[CH:14]=[CH:13][CH:12]=[CH:11][CH:10]=2)[CH:7]=1. The yield is 0.950. (3) The reactants are [CH3:1][C@H:2]1[CH2:7][O:6][CH2:5][CH2:4][NH:3]1.Cl[C:9]1[N:14]=[C:13]([O:15][CH3:16])[CH:12]=[C:11]([O:17][CH3:18])[N:10]=1.CCN(C(C)C)C(C)C.O. The catalyst is CS(C)=O. The product is [CH3:18][O:17][C:11]1[CH:12]=[C:13]([O:15][CH3:16])[N:14]=[C:9]([N:3]2[CH2:4][CH2:5][O:6][CH2:7][C@@H:2]2[CH3:1])[N:10]=1. The yield is 0.900. (4) The reactants are [OH-].[K+].[CH2:3]([O:5][C:6](=[CH:12][C:13]1[CH:18]=[CH:17][CH:16]=[C:15]([N+:19]([O-:21])=[O:20])[CH:14]=1)[C:7]([O:9]CC)=[O:8])[CH3:4]. The catalyst is O.CO. The product is [CH2:3]([O:5][C:6](=[CH:12][C:13]1[CH:18]=[CH:17][CH:16]=[C:15]([N+:19]([O-:21])=[O:20])[CH:14]=1)[C:7]([OH:9])=[O:8])[CH3:4]. The yield is 0.610. (5) The reactants are C[Si](C([Si](C)(C)C)C(N)=O)(C)C.C([O:21][C@:22]1([CH2:46][CH:47]=[CH2:48])[C@H:26]([O:27][CH2:28][C:29]2[CH:34]=[CH:33][CH:32]=[CH:31][CH:30]=2)[C@@H:25]([CH2:35][O:36][CH2:37][C:38]2[CH:43]=[CH:42][CH:41]=[CH:40][CH:39]=2)[O:24][C@@H:23]1OC)(=O)C1C=CC=CC=1.[NH:49]1[CH:56]=[CH:55][C:53](=[O:54])[NH:52][C:50]1=[O:51].[Sn](Cl)(Cl)(Cl)Cl.C([O-])(O)=O.[Na+]. The catalyst is C(#N)C.C(OCC)(=O)C. The product is [CH2:46]([C@@:22]1([OH:21])[C@H:26]([O:27][CH2:28][C:29]2[CH:34]=[CH:33][CH:32]=[CH:31][CH:30]=2)[C@@H:25]([CH2:35][O:36][CH2:37][C:38]2[CH:43]=[CH:42][CH:41]=[CH:40][CH:39]=2)[O:24][C@H:23]1[N:49]1[CH:56]=[CH:55][C:53](=[O:54])[NH:52][C:50]1=[O:51])[CH:47]=[CH2:48]. The yield is 0.760. (6) The reactants are C([N:8]1[CH2:12][C@@H:11]([C:13]2[CH:18]=[CH:17][C:16]([F:19])=[CH:15][C:14]=2[F:20])[C@H:10]([C:21]([O:23][CH3:24])=[O:22])[CH2:9]1)C1C=CC=CC=1. The catalyst is C(O)C.[OH-].[Pd+2].[OH-]. The product is [F:20][C:14]1[CH:15]=[C:16]([F:19])[CH:17]=[CH:18][C:13]=1[C@@H:11]1[CH2:12][NH:8][CH2:9][C@H:10]1[C:21]([O:23][CH3:24])=[O:22]. The yield is 0.980.